This data is from Reaction yield outcomes from USPTO patents with 853,638 reactions. The task is: Predict the reaction yield, written as a fraction of the theoretical maximum amount of product (1.0 means a 100% yield; for example, 0.34 means a 34% yield). (1) The reactants are [NH2:1][CH2:2][CH2:3][O:4][C:5]1[CH:14]=[CH:13][CH:12]=[C:11]2[C:6]=1[C:7]([NH:15][C:16]1[CH:21]=[CH:20][C:19]([O:22][CH2:23][C:24]3[N:25]=[CH:26][S:27][CH:28]=3)=[C:18]([Cl:29])[CH:17]=1)=[N:8][CH:9]=[N:10]2.[OH:30][C@@H:31]1[CH2:36][CH2:35][O:34][C:32]1=[O:33]. No catalyst specified. The product is [Cl:29][C:18]1[CH:17]=[C:16]([NH:15][C:7]2[C:6]3[C:11](=[CH:12][CH:13]=[CH:14][C:5]=3[O:4][CH2:3][CH2:2][NH:1][C:32](=[O:33])[C@H:31]([OH:30])[CH2:36][CH2:35][OH:34])[N:10]=[CH:9][N:8]=2)[CH:21]=[CH:20][C:19]=1[O:22][CH2:23][C:24]1[N:25]=[CH:26][S:27][CH:28]=1. The yield is 0.690. (2) The reactants are [O:1]1[C:6]2[CH:7]=[CH:8][CH:9]=[CH:10][C:5]=2[NH:4][C:3](=[O:11])[CH2:2]1.Br[CH2:13][CH2:14][O:15][C:16]1[CH:23]=[CH:22][C:19]([CH:20]=[O:21])=[CH:18][CH:17]=1.C(=O)([O-])[O-].[K+].[K+].O. The catalyst is CN(C)C=O. The product is [O:11]=[C:3]1[N:4]([CH2:13][CH2:14][O:15][C:16]2[CH:23]=[CH:22][C:19]([CH:20]=[O:21])=[CH:18][CH:17]=2)[C:5]2[CH:10]=[CH:9][CH:8]=[CH:7][C:6]=2[O:1][CH2:2]1. The yield is 0.910. (3) The reactants are [NH:1]1[CH2:6][CH2:5][CH2:4][CH2:3][CH:2]1[CH2:7][C:8]([O:10]C)=O.[NH2:12][NH2:13]. The catalyst is C(O)C. The product is [NH2:12][NH:13][C:8](=[O:10])[CH2:7][CH:2]1[CH2:3][CH2:4][CH2:5][CH2:6][NH:1]1. The yield is 1.00. (4) The reactants are [NH2:1][C:2]1[CH:13]=[CH:12][C:5]([O:6][CH:7]([CH3:11])[C:8]([OH:10])=[O:9])=[CH:4][CH:3]=1.Cl.[CH3:15]O. No catalyst specified. The product is [CH3:15][O:9][C:8](=[O:10])[CH:7]([O:6][C:5]1[CH:4]=[CH:3][C:2]([NH2:1])=[CH:13][CH:12]=1)[CH3:11]. The yield is 0.372. (5) The reactants are Br[CH2:2][CH2:3][O:4][CH2:5][CH2:6]Br.[NH2:8][C:9]1[C:10]([O:20][CH3:21])=[CH:11][C:12]([Cl:19])=[C:13]([CH:18]=1)[C:14]([O:16][CH3:17])=[O:15].C(=O)([O-])[O-].[K+].[K+]. The catalyst is CC(N(C)C)=O. The product is [Cl:19][C:12]1[CH:11]=[C:10]([O:20][CH3:21])[C:9]([N:8]2[CH2:6][CH2:5][O:4][CH2:3][CH2:2]2)=[CH:18][C:13]=1[C:14]([O:16][CH3:17])=[O:15]. The yield is 0.600. (6) The reactants are C(OC(N1CCN(C2[C:15](=O)[N:16]([CH2:29][CH:30]([CH3:32])C)N=C(C3C=CC(C)=C(F)C=3)C=2C)CC1)=O)(C)(C)C.[CH:34]1([CH2:37][N:38]2[C:43](=[O:44])[C:42]([CH2:45]OS(C)(=O)=O)=[CH:41][C:40]([C:51]3[CH:56]=[CH:55][C:54]([O:57][CH3:58])=[C:53]([F:59])[CH:52]=3)=[N:39]2)[CH2:36][CH2:35]1.N1CCCC1. No catalyst specified. The product is [CH:34]1([CH2:37][N:38]2[C:43](=[O:44])[C:42]([CH2:45][N:16]3[CH2:15][CH2:32][CH2:30][CH2:29]3)=[CH:41][C:40]([C:51]3[CH:56]=[CH:55][C:54]([O:57][CH3:58])=[C:53]([F:59])[CH:52]=3)=[N:39]2)[CH2:35][CH2:36]1. The yield is 0.759.